This data is from Forward reaction prediction with 1.9M reactions from USPTO patents (1976-2016). The task is: Predict the product of the given reaction. (1) Given the reactants [S:1]1[CH:5]=[CH:4][CH:3]=[C:2]1[CH:6]=O.[CH3:8][O:9][CH2:10][CH2:11][NH2:12].[C:13]1(=[O:24])[O:19][C:17](=O)[C:16]2=[CH:20][CH:21]=[CH:22][CH:23]=[C:15]2[CH2:14]1.[NH2:25][C:26]1[CH:31]=[CH:30][CH:29]=[CH:28][CH:27]=1, predict the reaction product. The product is: [CH3:8][O:9][CH2:10][CH2:11][N:12]1[CH:6]([C:2]2[S:1][CH:5]=[CH:4][CH:3]=2)[CH:14]([C:13]([NH:25][C:26]2[CH:31]=[CH:30][CH:29]=[CH:28][CH:27]=2)=[O:24])[C:15]2[C:16](=[CH:20][CH:21]=[CH:22][CH:23]=2)[C:17]1=[O:19]. (2) Given the reactants [C:1]([NH:4][CH2:5][CH2:6][OH:7])(=[O:3])[CH3:2].C[Si]([N-][Si](C)(C)C)(C)C.[Li+].[CH:18]1([NH:21][C:22]([C:24]2[S:37][C:27]3=[N:28][C:29](S(C)=O)=[C:30]([Cl:33])[C:31]([CH3:32])=[C:26]3[C:25]=2[NH2:38])=[O:23])[CH2:20][CH2:19]1, predict the reaction product. The product is: [CH:18]1([NH:21][C:22]([C:24]2[S:37][C:27]3=[N:28][C:29]([O:7][CH2:6][CH2:5][NH:4][C:1](=[O:3])[CH3:2])=[C:30]([Cl:33])[C:31]([CH3:32])=[C:26]3[C:25]=2[NH2:38])=[O:23])[CH2:20][CH2:19]1. (3) Given the reactants Br[C:2]1[CH:3]=[C:4]2[C:10]([NH:11][C:12]([C:14]3[CH:15]=[N:16][N:17]([CH2:19][C:20]4[CH:25]=[CH:24][CH:23]=[CH:22][CH:21]=4)[CH:18]=3)=[O:13])=[CH:9][N:8]([S:26]([C:29]3[CH:34]=[CH:33][C:32]([CH3:35])=[CH:31][CH:30]=3)(=[O:28])=[O:27])[C:5]2=[N:6][CH:7]=1.[CH:36]([C:38]1[CH:39]=[C:40](B(O)O)[CH:41]=[CH:42][CH:43]=1)=[O:37].C([O-])([O-])=O.[K+].[K+], predict the reaction product. The product is: [CH:36]([C:38]1[CH:43]=[C:42]([C:2]2[CH:3]=[C:4]3[C:10]([NH:11][C:12]([C:14]4[CH:15]=[N:16][N:17]([CH2:19][C:20]5[CH:25]=[CH:24][CH:23]=[CH:22][CH:21]=5)[CH:18]=4)=[O:13])=[CH:9][N:8]([S:26]([C:29]4[CH:34]=[CH:33][C:32]([CH3:35])=[CH:31][CH:30]=4)(=[O:28])=[O:27])[C:5]3=[N:6][CH:7]=2)[CH:41]=[CH:40][CH:39]=1)=[O:37]. (4) Given the reactants [C:1](=[O:4])([O-:3])[O-:2].[Na+:5].[Na+].[OH:7][OH:8], predict the reaction product. The product is: [O:7]=[O:8].[C:1](=[O:2])([O-:4])[O-:3].[Na+:5].[Na+:5].[OH:7][OH:8]. (5) The product is: [CH3:26][C:25]([CH3:27])=[CH:24][CH2:23][CH2:22]/[C:20](/[CH3:21])=[CH:19]/[CH2:18][CH2:17]/[C:15](/[CH3:16])=[CH:14]/[CH:13]=[O:12]. Given the reactants C1C=C[NH+]=CC=1.[O-][Cr](Cl)(=O)=O.[OH:12][CH2:13]/[CH:14]=[C:15](/[CH2:17][CH2:18]/[CH:19]=[C:20](/[CH2:22][CH2:23][CH:24]=[C:25]([CH3:27])[CH3:26])\[CH3:21])\[CH3:16], predict the reaction product. (6) Given the reactants [CH3:1][CH:2]1[CH2:7][CH2:6][NH:5][CH2:4][CH2:3]1.[C:8]([N:15]1[CH2:20][CH2:19][C:18](=O)[CH2:17][CH2:16]1)([O:10][C:11]([CH3:14])([CH3:13])[CH3:12])=[O:9].CC(O)=O.C(O[BH-](OC(=O)C)OC(=O)C)(=O)C.[Na+].C([O-])([O-])=O.[K+].[K+].C([O-])([O-])=O.[Na+].[Na+], predict the reaction product. The product is: [CH3:1][CH:2]1[CH2:7][CH2:6][N:5]([CH:18]2[CH2:19][CH2:20][N:15]([C:8]([O:10][C:11]([CH3:14])([CH3:13])[CH3:12])=[O:9])[CH2:16][CH2:17]2)[CH2:4][CH2:3]1. (7) Given the reactants [CH2:1]([O:3][C:4](=[O:39])[C:5]([O:8][C:9]1[CH:14]=[CH:13][C:12]([O:15][CH2:16][CH2:17][C:18]2[N:19]=[C:20]([C:24]3[CH:29]=[CH:28][CH:27]=[CH:26][CH:25]=3)[O:21][C:22]=2[CH3:23])=[CH:11][C:10]=1[CH2:30][NH:31]C(OC(C)(C)C)=O)([CH3:7])[CH3:6])[CH3:2].C(O)(C(F)(F)F)=O, predict the reaction product. The product is: [CH2:1]([O:3][C:4](=[O:39])[C:5]([O:8][C:9]1[CH:14]=[CH:13][C:12]([O:15][CH2:16][CH2:17][C:18]2[N:19]=[C:20]([C:24]3[CH:29]=[CH:28][CH:27]=[CH:26][CH:25]=3)[O:21][C:22]=2[CH3:23])=[CH:11][C:10]=1[CH2:30][NH2:31])([CH3:7])[CH3:6])[CH3:2]. (8) Given the reactants [CH3:1][C:2]1[S:3][C:4]2[C:10](=O)[C:9](=[CH:12]N3CCOCC3)[CH2:8][CH2:7][C:5]=2[N:6]=1.[N+]([O-])(O)=O.[Cl:23][C:24]1[N:29]=[CH:28][C:27]([NH:30][C:31]([NH2:33])=[NH:32])=[CH:26][CH:25]=1.[OH-].[Na+], predict the reaction product. The product is: [Cl:23][C:24]1[N:29]=[CH:28][C:27]([NH:30][C:31]2[N:33]=[CH:12][C:9]3[CH2:8][CH2:7][C:5]4[N:6]=[C:2]([CH3:1])[S:3][C:4]=4[C:10]=3[N:32]=2)=[CH:26][CH:25]=1. (9) Given the reactants Cl[CH2:2][C:3]1[CH:4]=[C:5]([N:9]2[CH:13]=[CH:12][CH:11]=[N:10]2)[CH:6]=[CH:7][CH:8]=1.[F:14][C:15]1[C:20]([F:21])=[CH:19][CH:18]=[CH:17][C:16]=1[C:22]1[N:30]=[C:25]2[CH:26]=[N:27][NH:28][CH:29]=[C:24]2[N:23]=1, predict the reaction product. The product is: [F:14][C:15]1[C:20]([F:21])=[CH:19][CH:18]=[CH:17][C:16]=1[C:22]1[N:30]=[C:25]2[CH:26]=[N:27][N:28]([CH2:2][C:3]3[CH:8]=[CH:7][CH:6]=[C:5]([N:9]4[CH:13]=[CH:12][CH:11]=[N:10]4)[CH:4]=3)[CH:29]=[C:24]2[N:23]=1.